From a dataset of Forward reaction prediction with 1.9M reactions from USPTO patents (1976-2016). Predict the product of the given reaction. (1) Given the reactants [CH3:1][C:2]1[N:6]([CH2:7][C:8]([OH:10])=O)[N:5]=[C:4]([C:11]([F:14])([F:13])[F:12])[CH:3]=1.C(N(CC)CC)C.[N+:22]([C:25]1[CH:26]=[C:27]([N:31]2[CH2:36][CH2:35][NH:34][CH2:33][CH2:32]2)[CH:28]=[CH:29][CH:30]=1)([O-:24])=[O:23], predict the reaction product. The product is: [CH3:1][C:2]1[N:6]([CH2:7][C:8]([N:34]2[CH2:35][CH2:36][N:31]([C:27]3[CH:28]=[CH:29][CH:30]=[C:25]([N+:22]([O-:24])=[O:23])[CH:26]=3)[CH2:32][CH2:33]2)=[O:10])[N:5]=[C:4]([C:11]([F:14])([F:13])[F:12])[CH:3]=1. (2) Given the reactants Br[C:2]1[C:3]2[N:4]([CH:17]=[N:18][N:19]=2)[CH:5]=[C:6]([C:8]2[S:12][C:11]([NH:13][CH:14]([CH3:16])[CH3:15])=[N:10][CH:9]=2)[CH:7]=1.[F:20][C:21]1[CH:26]=[CH:25][CH:24]=[CH:23][C:22]=1B(O)O.[O-]P([O-])([O-])=O.[K+].[K+].[K+], predict the reaction product. The product is: [F:20][C:21]1[CH:26]=[CH:25][CH:24]=[CH:23][C:22]=1[C:2]1[C:3]2[N:4]([CH:17]=[N:18][N:19]=2)[CH:5]=[C:6]([C:8]2[S:12][C:11]([NH:13][CH:14]([CH3:16])[CH3:15])=[N:10][CH:9]=2)[CH:7]=1. (3) Given the reactants Br[C:2]1[CH:16]=[CH:15][CH:14]=[CH:13][C:3]=1[O:4][C:5]1[CH:12]=[CH:11][C:8]([C:9]#[N:10])=[CH:7][N:6]=1.[F:17][C:18]1[CH:23]=[C:22](B2OC(C)(C)C(C)(C)O2)[CH:21]=[CH:20][C:19]=1[C:33]1[CH:34]=[N:35][C:36]([NH2:39])=[N:37][CH:38]=1, predict the reaction product. The product is: [NH2:39][C:36]1[N:37]=[CH:38][C:33]([C:19]2[CH:20]=[CH:21][C:22]([C:2]3[CH:16]=[CH:15][CH:14]=[CH:13][C:3]=3[O:4][C:5]3[N:6]=[CH:7][C:8]([C:9]#[N:10])=[CH:11][CH:12]=3)=[CH:23][C:18]=2[F:17])=[CH:34][N:35]=1.